From a dataset of Full USPTO retrosynthesis dataset with 1.9M reactions from patents (1976-2016). Predict the reactants needed to synthesize the given product. Given the product [CH2:15]([O:8][C:3]1[CH:4]=[CH:5][CH:6]=[CH:7][C:2]=1[I:1])[C:16]1[CH:21]=[CH:20][CH:19]=[CH:18][CH:17]=1, predict the reactants needed to synthesize it. The reactants are: [I:1][C:2]1[CH:7]=[CH:6][CH:5]=[CH:4][C:3]=1[OH:8].C(=O)([O-])[O-].[K+].[K+].[CH2:15](Br)[C:16]1[CH:21]=[CH:20][CH:19]=[CH:18][CH:17]=1.O.